From a dataset of CYP2C9 inhibition data for predicting drug metabolism from PubChem BioAssay. Regression/Classification. Given a drug SMILES string, predict its absorption, distribution, metabolism, or excretion properties. Task type varies by dataset: regression for continuous measurements (e.g., permeability, clearance, half-life) or binary classification for categorical outcomes (e.g., BBB penetration, CYP inhibition). Dataset: cyp2c9_veith. (1) The molecule is O=C1CS[C@@H](c2ccccc2Cl)c2cc(Cl)ccc2N1. The result is 1 (inhibitor). (2) The compound is CC(C)c1ccccc1-n1c(SCC(=O)N2CCN(c3ccccc3)CC2)nnc1-c1cccnc1. The result is 1 (inhibitor).